Dataset: Forward reaction prediction with 1.9M reactions from USPTO patents (1976-2016). Task: Predict the product of the given reaction. (1) Given the reactants Br[CH2:2][C:3]1[NH:8][C:7]([C:9]2[S:10][CH:11]=[CH:12][N:13]=2)=[N:6][CH:5]([C:14]2[CH:19]=[CH:18][C:17]([F:20])=[CH:16][C:15]=2[Cl:21])[C:4]=1[C:22]([O:24][CH2:25][CH3:26])=[O:23].C([O-])([O-])=O.[K+].[K+].[NH:33]1[CH2:38][CH2:37][S:36](=[O:40])(=[O:39])[CH2:35][C@H:34]1[C:41]([OH:43])=[O:42], predict the reaction product. The product is: [Cl:21][C:15]1[CH:16]=[C:17]([F:20])[CH:18]=[CH:19][C:14]=1[CH:5]1[N:6]=[C:7]([C:9]2[S:10][CH:11]=[CH:12][N:13]=2)[NH:8][C:3]([CH2:2][N:33]2[CH2:38][CH2:37][S:36](=[O:39])(=[O:40])[CH2:35][C@H:34]2[C:41]([OH:43])=[O:42])=[C:4]1[C:22]([O:24][CH2:25][CH3:26])=[O:23]. (2) Given the reactants [Cl:1][C:2]([F:27])([F:26])[CH2:3][CH:4]1[CH2:8][N:7]([CH2:9][C:10]2[N:17]3[C:13]([S:14][C:15]([CH2:18][O:19][CH3:20])=[N:16]3)=[N:12][C:11]=2[C:21]([F:24])([F:23])[F:22])[C:6](=[O:25])[NH:5]1.[OH-].[Na+].I[CH3:31].O, predict the reaction product. The product is: [Cl:1][C:2]([F:26])([F:27])[CH2:3][CH:4]1[CH2:8][N:7]([CH2:9][C:10]2[N:17]3[C:13]([S:14][C:15]([CH2:18][O:19][CH3:20])=[N:16]3)=[N:12][C:11]=2[C:21]([F:22])([F:23])[F:24])[C:6](=[O:25])[N:5]1[CH3:31].